Dataset: Reaction yield outcomes from USPTO patents with 853,638 reactions. Task: Predict the reaction yield, written as a fraction of the theoretical maximum amount of product (1.0 means a 100% yield; for example, 0.34 means a 34% yield). (1) The reactants are [Cl:1][C:2]1[CH:3]=[CH:4][C:5]([NH:10][C:11]2[C:16]([Cl:17])=[CH:15][N:14]=[C:13]([NH:18][C:19]3[N:23]([CH:24]([CH3:26])[CH3:25])[N:22]=[C:21]([CH3:27])[CH:20]=3)[CH:12]=2)=C([CH:9]=1)C#N.[OH-].[Na+].[C:30]([O:33]CC)(=[O:32])[CH3:31]. The catalyst is O1CCOCC1. The product is [Cl:1][C:2]1[CH:3]=[CH:4][C:5]([NH:10][C:11]2[C:16]([Cl:17])=[CH:15][N:14]=[C:13]([NH:18][C:19]3[N:23]([CH:24]([CH3:25])[CH3:26])[N:22]=[C:21]([CH3:27])[CH:20]=3)[CH:12]=2)=[C:31]([CH:9]=1)[C:30]([OH:33])=[O:32]. The yield is 0.900. (2) The reactants are [CH:1]([NH:5][C:6]1[S:7][C:8]2[C:13]([N:14]=1)=[CH:12][CH:11]=[C:10]([CH:15]=[O:16])[N:9]=2)([CH2:3][CH3:4])[CH3:2].[F:17][C:18]1[CH:23]=[CH:22][CH:21]=[CH:20][C:19]=1[CH:24]([N+:35]#[C-:36])S(C1C=CC(C)=CC=1)(=O)=O.C([O-])([O-])=O.[K+].[K+]. The product is [CH:1]([NH:5][C:6]1[S:7][C:8]2[C:13]([N:14]=1)=[CH:12][CH:11]=[C:10]([C:15]1[O:16][CH:36]=[N:35][C:24]=1[C:19]1[CH:20]=[CH:21][CH:22]=[CH:23][C:18]=1[F:17])[N:9]=2)([CH2:3][CH3:4])[CH3:2]. The catalyst is CCO. The yield is 0.300. (3) The reactants are [F:1][C:2]1[CH:19]=[CH:18][C:5]([O:6][C:7]2[C:12]([F:13])=[CH:11][C:10]([N+:14]([O-])=O)=[CH:9][C:8]=2[F:17])=[CH:4][CH:3]=1. The catalyst is [Pd].CCOC(C)=O. The product is [F:1][C:2]1[CH:19]=[CH:18][C:5]([O:6][C:7]2[C:12]([F:13])=[CH:11][C:10]([NH2:14])=[CH:9][C:8]=2[F:17])=[CH:4][CH:3]=1. The yield is 0.980. (4) The reactants are [Br:1][C:2]1[N:7]=[C:6]([NH2:8])[CH:5]=[CH:4][CH:3]=1.CCN(CC)CC.[C:16](Cl)(=[O:18])[CH3:17]. The catalyst is C(Cl)Cl.O. The product is [Br:1][C:2]1[N:7]=[C:6]([NH:8][C:16](=[O:18])[CH3:17])[CH:5]=[CH:4][CH:3]=1. The yield is 0.880. (5) The reactants are [F:1][C:2]1[CH:10]=[C:9]2[C:5]([C:6]([C:20]3[CH:21]=[N:22][NH:23][CH:24]=3)=[CH:7][N:8]2[S:11]([C:14]2[CH:19]=[CH:18][CH:17]=[CH:16][CH:15]=2)(=[O:13])=[O:12])=[CH:4][CH:3]=1.C([O-])([O-])=O.[K+].[K+].Br[CH2:32][C:33]([O:35][CH2:36][CH3:37])=[O:34]. The catalyst is CN(C=O)C.[NH4+].[Cl-]. The product is [F:1][C:2]1[CH:10]=[C:9]2[C:5]([C:6]([C:20]3[CH:24]=[N:23][N:22]([CH2:32][C:33]([O:35][CH2:36][CH3:37])=[O:34])[CH:21]=3)=[CH:7][N:8]2[S:11]([C:14]2[CH:15]=[CH:16][CH:17]=[CH:18][CH:19]=2)(=[O:12])=[O:13])=[CH:4][CH:3]=1. The yield is 0.880. (6) The product is [CH3:27][C:9]1([CH3:28])[C:8]2[C:13](=[CH:14][C:5]([C:3]([OH:4])=[O:2])=[CH:6][CH:7]=2)[NH:12][CH:11]([C:15]2[CH:20]=[CH:19][CH:18]=[C:17]([N:21]3[CH2:26][CH2:25][O:24][CH2:23][CH2:22]3)[CH:16]=2)[CH2:10]1. The catalyst is CO.O1CCCC1.O. The reactants are C[O:2][C:3]([C:5]1[CH:14]=[C:13]2[C:8]([C:9]([CH3:28])([CH3:27])[CH2:10][CH:11]([C:15]3[CH:20]=[CH:19][CH:18]=[C:17]([N:21]4[CH2:26][CH2:25][O:24][CH2:23][CH2:22]4)[CH:16]=3)[NH:12]2)=[CH:7][CH:6]=1)=[O:4].[OH-].[Na+].Cl. The yield is 0.900.